The task is: Predict the reaction yield, written as a fraction of the theoretical maximum amount of product (1.0 means a 100% yield; for example, 0.34 means a 34% yield).. This data is from Buchwald-Hartwig C-N cross coupling reaction yields with 55,370 reactions. (1) The reactants are Clc1cccnc1.Cc1ccc(N)cc1.O=S(=O)(O[Pd]1c2ccccc2-c2ccccc2N~1)C(F)(F)F.CC(C)c1cc(C(C)C)c(-c2ccccc2P(C(C)(C)C)C(C)(C)C)c(C(C)C)c1.CCN=P(N=P(N(C)C)(N(C)C)N(C)C)(N(C)C)N(C)C.COC(=O)c1ccno1. No catalyst specified. The product is Cc1ccc(Nc2cccnc2)cc1. The yield is 0.0819. (2) The reactants are CCc1ccc(Br)cc1.Cc1ccc(N)cc1.O=S(=O)(O[Pd]1c2ccccc2-c2ccccc2N~1)C(F)(F)F.CC(C)c1cc(C(C)C)c(-c2ccccc2P(C(C)(C)C)C(C)(C)C)c(C(C)C)c1.CCN=P(N=P(N(C)C)(N(C)C)N(C)C)(N(C)C)N(C)C.CCOC(=O)c1ccon1. No catalyst specified. The product is CCc1ccc(Nc2ccc(C)cc2)cc1. The yield is 0.0160. (3) The reactants are FC(F)(F)c1ccc(Cl)cc1.Cc1ccc(N)cc1.O=S(=O)(O[Pd]1c2ccccc2-c2ccccc2N~1)C(F)(F)F.CC(C)c1cc(C(C)C)c(-c2ccccc2P(C2CCCCC2)C2CCCCC2)c(C(C)C)c1.CN1CCCN2CCCN=C12.CCOC(=O)c1cnoc1. No catalyst specified. The product is Cc1ccc(Nc2ccc(C(F)(F)F)cc2)cc1. The yield is 0.168.